Dataset: Forward reaction prediction with 1.9M reactions from USPTO patents (1976-2016). Task: Predict the product of the given reaction. (1) The product is: [NH:1]1[C:5]2=[N:6][CH:7]=[CH:8][CH:9]=[C:4]2[CH:3]=[C:2]1[C:10]([NH2:14])=[O:12]. Given the reactants [NH:1]1[C:5]2=[N:6][CH:7]=[CH:8][CH:9]=[C:4]2[CH:3]=[C:2]1[C:10]([O:12]C)=O.[NH3:14].O, predict the reaction product. (2) Given the reactants Br[C:2]1[N:6]([CH3:7])[CH:5]=[N:4][C:3]=1[C:8]1[CH:13]=[C:12]([C:14]#[N:15])[CH:11]=[CH:10][N:9]=1.[F:16][C:17]1[CH:22]=[CH:21][C:20](B(O)O)=[CH:19][CH:18]=1.C([O-])([O-])=O.[Na+].[Na+], predict the reaction product. The product is: [F:16][C:17]1[CH:22]=[CH:21][C:20]([C:2]2[N:6]([CH3:7])[CH:5]=[N:4][C:3]=2[C:8]2[CH:13]=[C:12]([C:14]#[N:15])[CH:11]=[CH:10][N:9]=2)=[CH:19][CH:18]=1. (3) Given the reactants [NH2:1][C:2]1[N:7]=[C:6]([NH:8][C:9]2[CH:14]=[CH:13][C:12]([C:15](=O)[CH3:16])=[CH:11][CH:10]=2)[CH:5]=[C:4]([C:18]2[CH:23]=[C:22]([Cl:24])[CH:21]=[CH:20][C:19]=2[Cl:25])[N:3]=1.Cl.[NH2:27][OH:28].[OH-].[Na+], predict the reaction product. The product is: [NH2:1][C:2]1[N:7]=[C:6]([NH:8][C:9]2[CH:14]=[CH:13][C:12]([C:15](=[N:27][OH:28])[CH3:16])=[CH:11][CH:10]=2)[CH:5]=[C:4]([C:18]2[CH:23]=[C:22]([Cl:24])[CH:21]=[CH:20][C:19]=2[Cl:25])[N:3]=1. (4) The product is: [CH3:1][N:2]([CH3:3])[CH2:9][CH2:10][CH2:11][CH2:12][CH2:13][CH2:14][CH2:15][CH2:16][OH:17]. Given the reactants [CH3:1][NH:2][CH3:3].O.C(O)C.Br[CH2:9][CH2:10][CH2:11][CH2:12][CH2:13][CH2:14][CH2:15][CH2:16][OH:17], predict the reaction product. (5) Given the reactants [NH2:1][C@:2]12[CH2:37][CH2:36][C@@H:35]([C:38]([CH3:40])=[CH2:39])[C@@H:3]1[C@@H:4]1[C@@:17]([CH3:20])([CH2:18][CH2:19]2)[C@@:16]2([CH3:21])[C@@H:7]([C@:8]3([CH3:34])[C@@H:13]([CH2:14][CH2:15]2)[C:12]([CH3:23])([CH3:22])[C:11]([C:24]2[CH:33]=[CH:32][C:27]([C:28]([O:30]C)=[O:29])=[CH:26][CH:25]=2)=[CH:10][CH2:9]3)[CH2:6][CH2:5]1.CN(C)CCC(N[C@]12CC[C@@H](C(C)=C)[C@@H]1[C@@H]1[C@@](C)(CC2)[C@@]2(C)[C@@H]([C@]3(C)[C@@H](CC2)C(C)(C)C(C2C=CC(C(O)=O)=CC=2)=CC3)CC1)=O.[S:87]1[CH2:92][CH2:91][N:90]([CH2:93][C:94](O)=[O:95])[CH2:89][CH2:88]1, predict the reaction product. The product is: [CH3:20][C@:17]12[C@@:16]3([CH3:21])[C@@H:7]([C@:8]4([CH3:34])[C@@H:13]([CH2:14][CH2:15]3)[C:12]([CH3:22])([CH3:23])[C:11]([C:24]3[CH:33]=[CH:32][C:27]([C:28]([OH:30])=[O:29])=[CH:26][CH:25]=3)=[CH:10][CH2:9]4)[CH2:6][CH2:5][C@@H:4]1[C@H:3]1[C@H:35]([C:38]([CH3:40])=[CH2:39])[CH2:36][CH2:37][C@:2]1([NH:1][C:94](=[O:95])[CH2:93][N:90]1[CH2:91][CH2:92][S:87][CH2:88][CH2:89]1)[CH2:19][CH2:18]2. (6) The product is: [NH3:5].[F:25][C:24]([F:27])([F:26])[C:23]1[CH:22]=[CH:21][C:20]([NH:28][C:33]([N:12]2[CH2:11][CH2:10][N:9]([C:4]3[C:3]([C:2]([F:1])([F:15])[F:16])=[CH:8][CH:7]=[CH:6][N:5]=3)[CH2:14][CH2:13]2)=[O:38])=[N:19][CH:18]=1. Given the reactants [F:1][C:2]([F:16])([F:15])[C:3]1[C:4]([N:9]2[CH2:14][CH2:13][NH:12][CH2:11][CH2:10]2)=[N:5][CH:6]=[CH:7][CH:8]=1.Cl[C:18]1[C:23]([C:24]([F:27])([F:26])[F:25])=[CH:22][CH:21]=[CH:20][N:19]=1.[NH:28]1[CH2:33]CNCC1.C([OH:38])CCC, predict the reaction product. (7) The product is: [CH3:1][C:2]1[CH:7]=[CH:6][N:5]=[CH:4][C:3]=1[N:8]1[CH2:12][CH2:11][N:10]([C:15]2[S:16][CH:17]=[CH:18][CH:19]=2)[C:9]1=[O:13]. Given the reactants [CH3:1][C:2]1[CH:7]=[CH:6][N:5]=[CH:4][C:3]=1[N:8]1[CH2:12][CH2:11][NH:10][C:9]1=[O:13].Br[C:15]1[S:16][CH:17]=[CH:18][CH:19]=1.N[C@@H]1CCCC[C@H]1N.C(=O)([O-])[O-].[K+].[K+], predict the reaction product.